From a dataset of Full USPTO retrosynthesis dataset with 1.9M reactions from patents (1976-2016). Predict the reactants needed to synthesize the given product. (1) The reactants are: [Cl:1][C:2]1[CH:3]=[C:4]([CH:9]([N:11]([CH3:29])[C:12](=[O:28])[CH2:13][CH:14]([C:21]2[CH:26]=[CH:25][C:24]([F:27])=[CH:23][CH:22]=2)[CH:15]2[CH2:20][CH2:19][NH:18][CH2:17][CH2:16]2)[CH3:10])[CH:5]=[C:6]([Cl:8])[CH:7]=1.CCN(C(C)C)C(C)C.[CH3:39][O:40][CH2:41][CH2:42]Br.O. Given the product [Cl:1][C:2]1[CH:3]=[C:4]([CH:9]([N:11]([CH3:29])[C:12](=[O:28])[CH2:13][CH:14]([C:21]2[CH:22]=[CH:23][C:24]([F:27])=[CH:25][CH:26]=2)[CH:15]2[CH2:20][CH2:19][N:18]([CH2:42][CH2:41][O:40][CH3:39])[CH2:17][CH2:16]2)[CH3:10])[CH:5]=[C:6]([Cl:8])[CH:7]=1, predict the reactants needed to synthesize it. (2) Given the product [O:2]1[C:6]2[CH:7]=[CH:8][CH:9]=[C:10]([CH:11]3[CH2:16][CH2:15][N:14]([CH2:17][CH2:18][C@H:19]4[CH2:20][CH2:21][C@H:22]([NH:25][C:28](=[O:29])[CH:27]([CH3:26])[CH2:31][CH3:32])[CH2:23][CH2:24]4)[CH2:13][CH2:12]3)[C:5]=2[O:4][CH2:3]1, predict the reactants needed to synthesize it. The reactants are: Cl.[O:2]1[C:6]2[CH:7]=[CH:8][CH:9]=[C:10]([CH:11]3[CH2:16][CH2:15][N:14]([CH2:17][CH2:18][C@H:19]4[CH2:24][CH2:23][C@H:22]([NH2:25])[CH2:21][CH2:20]4)[CH2:13][CH2:12]3)[C:5]=2[O:4][CH2:3]1.[CH3:26][CH:27]([CH2:31][CH3:32])[C:28](O)=[O:29]. (3) Given the product [Br:1][C:2]1[CH:10]=[C:6]([C:7]2[O:9][N:60]=[C:57]([CH2:56][N:49]3[C:50]4[C:46](=[C:45]([Cl:44])[C:53]([C:54]#[N:55])=[CH:52][CH:51]=4)[CH:47]=[C:48]3[CH:62]([F:64])[F:63])[N:58]=2)[CH:5]=[N:4][CH:3]=1, predict the reactants needed to synthesize it. The reactants are: [Br:1][C:2]1[CH:3]=[N:4][CH:5]=[C:6]([CH:10]=1)[C:7]([OH:9])=O.CN(C(ON1N=NC2C=CC=NC1=2)=[N+](C)C)C.F[P-](F)(F)(F)(F)F.CCN(C(C)C)C(C)C.[Cl:44][C:45]1[C:53]([C:54]#[N:55])=[CH:52][CH:51]=[C:50]2[C:46]=1[CH:47]=[C:48]([CH:62]([F:64])[F:63])[N:49]2[CH2:56]/[C:57](=[N:60]/[H])/[NH:58]O. (4) Given the product [N:31]([CH:11]1[CH:10]([CH3:16])[CH2:9][CH:8]([NH:7][S:4]([CH:1]2[CH2:2][CH2:3]2)(=[O:5])=[O:6])[CH2:12]1)=[C:35]=[O:38], predict the reactants needed to synthesize it. The reactants are: [CH:1]1([S:4]([NH:7][CH:8]2[CH2:12][CH:11](C(O)=O)[CH:10]([CH3:16])[CH2:9]2)(=[O:6])=[O:5])[CH2:3][CH2:2]1.C1C=CC(P([N:31]=[N+]=[N-])(C2C=CC=CC=2)=O)=CC=1.C[C:35]([OH:38])(C)C. (5) The reactants are: Br[C:2]1[CH:9]=[C:8]([F:10])[CH:7]=[CH:6][C:3]=1[CH:4]=[O:5].[F:11][C:12]([F:27])([F:26])[C:13]1[CH:14]=[C:15](B(O)O)[CH:16]=[C:17]([C:19]([F:22])([F:21])[F:20])[CH:18]=1. Given the product [F:10][C:8]1[CH:9]=[C:2]([C:15]2[CH:16]=[C:17]([C:19]([F:22])([F:20])[F:21])[CH:18]=[C:13]([C:12]([F:11])([F:27])[F:26])[CH:14]=2)[C:3]([CH:4]=[O:5])=[CH:6][CH:7]=1, predict the reactants needed to synthesize it. (6) The reactants are: O[O:2][S:3]([O-:5])=O.[K+].[CH:7]1([C:12]2[C:17]([C:18]([N:20]([CH:22]3[CH:29]4[CH2:30][CH:25]5[CH2:26][C:27]([OH:32])([CH2:31][CH:23]3[CH2:24]5)[CH2:28]4)[CH3:21])=[O:19])=[CH:16][N:15]=[C:14](SC)[N:13]=2)[CH2:11][CH2:10][CH2:9][CH2:8]1.[C:35](#N)C. Given the product [CH:7]1([C:12]2[C:17]([C:18]([N:20]([CH:22]3[CH:29]4[CH2:30][CH:25]5[CH2:26][C:27]([OH:32])([CH2:31][CH:23]3[CH2:24]5)[CH2:28]4)[CH3:21])=[O:19])=[CH:16][N:15]=[C:14]([S:3]([CH3:35])(=[O:5])=[O:2])[N:13]=2)[CH2:8][CH2:9][CH2:10][CH2:11]1, predict the reactants needed to synthesize it. (7) Given the product [CH:1]1([CH2:7][CH2:8][O:9][C:10]2[N:15]=[N:14][C:13]([C:16]3[CH:57]=[CH:56][C:19]([CH2:20][C:21]4[N:22]([C:34]5[CH:35]=[C:36]([N:40]6[S:44](=[O:45])(=[O:46])[NH:43][C:42](=[O:55])[CH2:41]6)[CH:37]=[CH:38][CH:39]=5)[CH:23]=[C:24]([C:26]5[CH:31]=[CH:30][C:29]([Cl:32])=[CH:28][C:27]=5[Cl:33])[N:25]=4)=[CH:18][CH:17]=3)=[CH:12][CH:11]=2)[CH2:2][CH2:3][CH2:4][CH2:5][CH2:6]1, predict the reactants needed to synthesize it. The reactants are: [CH:1]1([CH2:7][CH2:8][O:9][C:10]2[N:15]=[N:14][C:13]([C:16]3[CH:57]=[CH:56][C:19]([CH2:20][C:21]4[N:22]([C:34]5[CH:35]=[C:36]([N:40]6[S:44](=[O:46])(=[O:45])[N:43](COCC[Si](C)(C)C)[C:42](=[O:55])[CH2:41]6)[CH:37]=[CH:38][CH:39]=5)[CH:23]=[C:24]([C:26]5[CH:31]=[CH:30][C:29]([Cl:32])=[CH:28][C:27]=5[Cl:33])[N:25]=4)=[CH:18][CH:17]=3)=[CH:12][CH:11]=2)[CH2:6][CH2:5][CH2:4][CH2:3][CH2:2]1.[F-].C([N+](CCCC)(CCCC)CCCC)CCC.